From a dataset of Forward reaction prediction with 1.9M reactions from USPTO patents (1976-2016). Predict the product of the given reaction. Given the reactants [C:1]([CH:5]1[CH2:10][CH2:9][CH:8]([O:11][C:12]2[CH:13]=[C:14]3[C:19](=[CH:20][CH:21]=2)[CH:18]=[C:17]([C@:22]2([CH3:29])[CH2:26][O:25][C:24](=O)[N:23]2C)[CH:16]=[CH:15]3)[CH2:7][CH2:6]1)([CH3:4])([CH3:3])[CH3:2].[Li+].[OH-], predict the reaction product. The product is: [C:1]([CH:5]1[CH2:10][CH2:9][CH:8]([O:11][C:12]2[CH:13]=[C:14]3[C:19](=[CH:20][CH:21]=2)[CH:18]=[C:17]([C@:22]([NH:23][CH3:24])([CH3:29])[CH2:26][OH:25])[CH:16]=[CH:15]3)[CH2:7][CH2:6]1)([CH3:4])([CH3:2])[CH3:3].